Dataset: Full USPTO retrosynthesis dataset with 1.9M reactions from patents (1976-2016). Task: Predict the reactants needed to synthesize the given product. (1) Given the product [CH:25]([N:28]1[CH2:33][CH2:32][N:31]([C:2]2[N:7]=[C:6]([C:8]3[NH:17][C:16](=[O:18])[C:15]4[C:10](=[CH:11][C:12]([O:21][CH3:22])=[CH:13][C:14]=4[O:19][CH3:20])[N:9]=3)[CH:5]=[CH:4][C:3]=2[O:23][CH3:24])[CH2:30][CH2:29]1)([CH3:27])[CH3:26], predict the reactants needed to synthesize it. The reactants are: Br[C:2]1[N:7]=[C:6]([C:8]2[NH:17][C:16](=[O:18])[C:15]3[C:10](=[CH:11][C:12]([O:21][CH3:22])=[CH:13][C:14]=3[O:19][CH3:20])[N:9]=2)[CH:5]=[CH:4][C:3]=1[O:23][CH3:24].[CH:25]([N:28]1[CH2:33][CH2:32][NH:31][CH2:30][CH2:29]1)([CH3:27])[CH3:26].C1C=CC(P(C2C(C3C(P(C4C=CC=CC=4)C4C=CC=CC=4)=CC=C4C=3C=CC=C4)=C3C(C=CC=C3)=CC=2)C2C=CC=CC=2)=CC=1.C([O-])([O-])=O.[Cs+].[Cs+]. (2) Given the product [Br:15][C:6]1[C:5]([O:8][C:9]([F:11])([F:12])[F:10])=[CH:4][C:3]([CH2:13][OH:14])=[C:2]([Cl:1])[CH:7]=1, predict the reactants needed to synthesize it. The reactants are: [Cl:1][C:2]1[CH:7]=[CH:6][C:5]([O:8][C:9]([F:12])([F:11])[F:10])=[CH:4][C:3]=1[CH2:13][OH:14].[Br:15]Br. (3) Given the product [CH3:11][C:10]1[CH:9]=[CH:8][CH:7]=[C:3]2[C:2]=1[N:1]=[CH:12][NH:14][C:4]2=[O:5], predict the reactants needed to synthesize it. The reactants are: [NH2:1][C:2]1[C:10]([CH3:11])=[CH:9][CH:8]=[CH:7][C:3]=1[C:4](O)=[O:5].[CH:12]([NH2:14])=O. (4) Given the product [OH:18][C:13]1[CH:14]=[CH:15][CH:16]=[CH:17][C:12]=1[C:7]1[N:6]=[C:5]([NH:19][C@H:20]2[CH2:24][CH2:23][N:22]([C:25]([O:27][C:28]([CH3:30])([CH3:31])[CH3:29])=[O:26])[CH2:21]2)[C:4]2[C:9](=[CH:10][CH:11]=[C:2]([C:34]#[C:33][CH2:32][OH:35])[CH:3]=2)[N:8]=1, predict the reactants needed to synthesize it. The reactants are: Br[C:2]1[CH:3]=[C:4]2[C:9](=[CH:10][CH:11]=1)[N:8]=[C:7]([C:12]1[CH:17]=[CH:16][CH:15]=[CH:14][C:13]=1[OH:18])[N:6]=[C:5]2[NH:19][C@H:20]1[CH2:24][CH2:23][N:22]([C:25]([O:27][C:28]([CH3:31])([CH3:30])[CH3:29])=[O:26])[CH2:21]1.[CH2:32]([OH:35])[C:33]#[CH:34].C(N(CC)CC)C. (5) Given the product [NH2:22][C:9]1[CH:10]=[CH:11][C:2]([Br:1])=[CH:3][C:4]=1[C:26]([OH:25])([CH3:27])[CH3:17], predict the reactants needed to synthesize it. The reactants are: [Br:1][C:2]1[CH:11]=[CH:10][CH:9]=[C:4](C(OC)=O)[C:3]=1N.C[Mg]Br.O1CCC[CH2:17]1.[Cl-].[NH4+:22].C([O:25][CH2:26][CH3:27])C.